This data is from Reaction yield outcomes from USPTO patents with 853,638 reactions. The task is: Predict the reaction yield, written as a fraction of the theoretical maximum amount of product (1.0 means a 100% yield; for example, 0.34 means a 34% yield). (1) The reactants are [Br:1][C:2]1[CH:7]=[CH:6][C:5]([CH2:8]Br)=[CH:4][C:3]=1[F:10].[C-:11]#[N:12].[K+]. The catalyst is CCO. The product is [Br:1][C:2]1[CH:7]=[CH:6][C:5]([CH2:8][C:11]#[N:12])=[CH:4][C:3]=1[F:10]. The yield is 0.790. (2) The reactants are C([O:8][C:9]1[C:14]([CH3:15])=[CH:13][C:12]([C:16]2[CH:21]=[CH:20][C:19]([C:22]([O:24][CH3:25])=[O:23])=[C:18]([CH:26]([CH3:28])[CH3:27])[CH:17]=2)=[CH:11][C:10]=1[CH3:29])C1C=CC=CC=1. The catalyst is O1CCCC1.[C].[Pd]. The product is [OH:8][C:9]1[C:10]([CH3:29])=[CH:11][C:12]([C:16]2[CH:21]=[CH:20][C:19]([C:22]([O:24][CH3:25])=[O:23])=[C:18]([CH:26]([CH3:27])[CH3:28])[CH:17]=2)=[CH:13][C:14]=1[CH3:15]. The yield is 1.00. (3) The reactants are [Cl:1][C:2]1[CH:3]=[CH:4][C:5]([CH2:28][CH2:29][OH:30])=[C:6]([C:8]([C:11]2[CH:15]=[C:14]([CH2:16][O:17][Si:18]([CH:25]([CH3:27])[CH3:26])([CH:22]([CH3:24])[CH3:23])[CH:19]([CH3:21])[CH3:20])[S:13][CH:12]=2)(O)[CH3:9])[CH:7]=1.C(N(CC)C(C)C)(C)C.CS(Cl)(=O)=O.[H-].[Na+]. The catalyst is C(Cl)Cl. The product is [Cl:1][C:2]1[CH:7]=[C:6]2[C:5]([CH2:28][CH2:29][O:30][C:8]2([C:11]2[CH:15]=[C:14]([CH2:16][O:17][Si:18]([CH:25]([CH3:27])[CH3:26])([CH:19]([CH3:21])[CH3:20])[CH:22]([CH3:23])[CH3:24])[S:13][CH:12]=2)[CH3:9])=[CH:4][CH:3]=1. The yield is 0.390. (4) The reactants are Br[C:2]1[CH:9]=[CH:8][C:5]([CH:6]=[O:7])=[CH:4][CH:3]=1.[NH:10]1[C:18]2[C:13](=[CH:14][CH:15]=[C:16](B(O)O)[CH:17]=2)[CH:12]=[CH:11]1.C(=O)([O-])[O-].[K+].[K+]. The catalyst is O1CCOCC1.C(OCC)(=O)C.O. The product is [NH:10]1[C:18]2[C:13](=[CH:14][CH:15]=[C:16]([C:2]3[CH:9]=[CH:8][C:5]([CH:6]=[O:7])=[CH:4][CH:3]=3)[CH:17]=2)[CH:12]=[CH:11]1. The yield is 0.970. (5) The reactants are [F:1][C:2]1[CH:3]=[C:4]([CH2:9][C:10]([C:12]2[CH:17]=[CH:16][CH:15]=[CH:14][CH:13]=2)=O)[CH:5]=[CH:6][C:7]=1[F:8].[CH2:18]([O:20][C:21]1[CH:22]=[C:23]([CH:26]=[C:27]([N+:30]([O-:32])=[O:31])[C:28]=1[OH:29])[CH:24]=O)[CH3:19].[NH2:33][C:34]([NH2:36])=[O:35].Cl. The catalyst is C(O)C. The product is [F:1][C:2]1[CH:3]=[C:4]([C:9]2[CH:24]([C:23]3[CH:26]=[C:27]([N+:30]([O-:32])=[O:31])[C:28]([OH:29])=[C:21]([O:20][CH2:18][CH3:19])[CH:22]=3)[NH:33][C:34](=[O:35])[NH:36][C:10]=2[C:12]2[CH:17]=[CH:16][CH:15]=[CH:14][CH:13]=2)[CH:5]=[CH:6][C:7]=1[F:8]. The yield is 0.433. (6) The reactants are [F:1][C:2]([F:15])([F:14])[C:3]1[CH:4]=[C:5](Br)[CH:6]=[C:7]([C:9]([F:12])([F:11])[F:10])[CH:8]=1.[Mg].[Br-].[C:18](OC(=O)C)(=[O:20])[CH3:19].[OH-].[Na+]. The catalyst is C1COCC1.CC(OC)(C)C.O. The product is [F:1][C:2]([F:15])([F:14])[C:3]1[CH:4]=[C:5]([C:18](=[O:20])[CH3:19])[CH:6]=[C:7]([C:9]([F:12])([F:11])[F:10])[CH:8]=1. The yield is 0.820.